This data is from Full USPTO retrosynthesis dataset with 1.9M reactions from patents (1976-2016). The task is: Predict the reactants needed to synthesize the given product. (1) Given the product [CH3:15][O:14][C:7]1[CH:8]=[C:9]([O:12][CH3:13])[CH:10]=[C:11]2[C:6]=1[C:5]([CH2:16][CH3:17])=[N:4][N:3]=[C:2]2[NH:18][CH:19]1[CH2:20][CH2:21][N:22]([CH2:25][C:26]2[CH:35]=[CH:34][C:33]3[C:28](=[CH:29][CH:30]=[CH:31][CH:32]=3)[CH:27]=2)[CH2:23][CH2:24]1, predict the reactants needed to synthesize it. The reactants are: Cl[C:2]1[C:11]2[C:6](=[C:7]([O:14][CH3:15])[CH:8]=[C:9]([O:12][CH3:13])[CH:10]=2)[C:5]([CH2:16][CH3:17])=[N:4][N:3]=1.[NH2:18][CH:19]1[CH2:24][CH2:23][N:22]([CH2:25][C:26]2[CH:35]=[CH:34][C:33]3[C:28](=[CH:29][CH:30]=[CH:31][CH:32]=3)[CH:27]=2)[CH2:21][CH2:20]1. (2) Given the product [Cl:1][C:2]1[CH:3]=[C:4]2[C:8](=[CH:9][CH:10]=1)[NH:7][CH:6]=[C:5]2[CH2:11][CH2:12][NH:13][C:14]([C:15]1[C:16]([C:29]2[CH:28]=[CH:27][CH:26]=[C:25]([C:24]([F:35])([F:34])[F:23])[CH:30]=2)=[CH:17][CH:18]=[CH:19][CH:20]=1)=[O:22], predict the reactants needed to synthesize it. The reactants are: [Cl:1][C:2]1[CH:3]=[C:4]2[C:8](=[CH:9][CH:10]=1)[NH:7][CH:6]=[C:5]2[CH2:11][CH2:12][NH:13][C:14](=[O:22])[C:15]1[CH:20]=[CH:19][CH:18]=[CH:17][C:16]=1I.[F:23][C:24]([F:35])([F:34])[C:25]1[CH:26]=[C:27](B(O)O)[CH:28]=[CH:29][CH:30]=1.C(=O)([O-])[O-].[Na+].[Na+]. (3) Given the product [CH:27]([C@@H:10]1[N:9]([CH3:30])[C:1](=[O:8])[CH2:2][CH2:3][CH2:4][CH2:5][CH:6]=[CH:7][C:52]2[CH:53]=[C:37]([CH:55]=[CH:56][CH:57]=2)[C@@H:35]([CH3:36])[NH:34][C:23](=[O:24])[C@H:19]2[NH:18][N:17]([CH2:22][CH2:21][CH2:20]2)[C:15](=[O:16])[C@H:14]([CH3:26])[NH:13][C:11]1=[O:12])([CH3:28])[CH3:29], predict the reactants needed to synthesize it. The reactants are: [C:1]([N:9]([CH3:30])[C@@H:10]([CH:27]([CH3:29])[CH3:28])[C:11]([NH:13][C@@H:14]([CH3:26])[C:15]([N:17]1[CH2:22][CH2:21][CH2:20][C@@H:19]([C:23](O)=[O:24])[NH:18]1)=[O:16])=[O:12])(=[O:8])[CH2:2][CH2:3][CH2:4][CH2:5][CH:6]=[CH2:7].C([N:34](CC)[CH:35]([CH3:37])[CH3:36])(C)C.C[NH3+].F[P-](F)(F)(F)(F)F.N1(OC(N(C)C)=[N+](C)C)[C:53]2N=[CH:55][CH:56]=[CH:57][C:52]=2N=N1.F[P-](F)(F)(F)(F)F. (4) Given the product [Cl:8][CH2:7][C:5]1[N:6]=[C:2]([N:1]=[C:11]=[O:12])[S:3][CH:4]=1, predict the reactants needed to synthesize it. The reactants are: [NH2:1][C:2]1[S:3][CH:4]=[C:5]([CH2:7][Cl:8])[N:6]=1.CN(C)[CH:11]=[O:12].C(Cl)(Cl)=O. (5) Given the product [CH3:17][C:18]1([CH3:31])[O:30][C:22]2=[C:23]([CH3:29])[N:24]=[CH:25][C:26]([CH2:27][NH:15][C:12]3[CH:13]=[CH:14][C:9]([C:6]4[CH:5]=[CH:4][C:3]([C:1]#[N:2])=[CH:8][CH:7]=4)=[CH:10][C:11]=3[F:16])=[C:21]2[CH2:20][O:19]1, predict the reactants needed to synthesize it. The reactants are: [C:1]([C:3]1[CH:8]=[CH:7][C:6]([C:9]2[CH:14]=[CH:13][C:12]([NH2:15])=[C:11]([F:16])[CH:10]=2)=[CH:5][CH:4]=1)#[N:2].[CH3:17][C:18]1([CH3:31])[O:30][C:22]2[C:23]([CH3:29])=[N:24][CH:25]=[C:26]([CH:27]=O)[C:21]=2[CH2:20][O:19]1. (6) Given the product [C:33]([CH:32]=[CH:1][C:3]1[CH:12]=[CH:11][CH:10]=[CH:9][C:4]=1[C:5]([O:7][CH3:8])=[O:6])#[N:34], predict the reactants needed to synthesize it. The reactants are: [CH:1]([C:3]1[CH:12]=[CH:11][CH:10]=[CH:9][C:4]=1[C:5]([O:7][CH3:8])=[O:6])=O.C1(P(=[CH:32][C:33]#[N:34])(C2C=CC=CC=2)C2C=CC=CC=2)C=CC=CC=1.N. (7) Given the product [NH2:19][C:14]1[CH:15]=[CH:16][CH:17]=[CH:18][C:13]=1[S:10]([NH:9][C:6]1[CH:7]=[N:8][C:3]([O:2][CH3:1])=[CH:4][CH:5]=1)(=[O:11])=[O:12], predict the reactants needed to synthesize it. The reactants are: [CH3:1][O:2][C:3]1[N:8]=[CH:7][C:6]([NH:9][S:10]([C:13]2[CH:18]=[CH:17][CH:16]=[CH:15][C:14]=2[N+:19]([O-])=O)(=[O:12])=[O:11])=[CH:5][CH:4]=1. (8) Given the product [NH2:28][C@@H:23]([CH2:24][CH:25]([CH3:27])[CH3:26])[CH2:22][O:21][C:18]1[CH:19]=[CH:20][C:8]2[C:7]3[C:12](=[CH:13][N:14]=[C:5]([NH:4][C:1](=[O:3])[CH3:2])[CH:6]=3)[C:11](=[O:15])[N:10]([CH3:16])[C:9]=2[CH:17]=1, predict the reactants needed to synthesize it. The reactants are: [C:1]([NH:4][C:5]1[CH:6]=[C:7]2[C:12](=[CH:13][N:14]=1)[C:11](=[O:15])[N:10]([CH3:16])[C:9]1[CH:17]=[C:18]([O:21][CH2:22][C@@H:23]([NH:28]C(=O)OC(C)(C)C)[CH2:24][CH:25]([CH3:27])[CH3:26])[CH:19]=[CH:20][C:8]2=1)(=[O:3])[CH3:2].C(O)(C(F)(F)F)=O.